This data is from Forward reaction prediction with 1.9M reactions from USPTO patents (1976-2016). The task is: Predict the product of the given reaction. (1) Given the reactants [ClH:1].Cl.Cl.Cl.[NH2:5][CH2:6][CH2:7][CH2:8][CH2:9][N:10]([CH2:21][C:22]1[N:23]=[N:24][N:25]([C:27]2[CH:32]=[CH:31][CH:30]=[CH:29][CH:28]=2)[CH:26]=1)[CH:11]1[C:20]2[N:19]=[CH:18][CH:17]=[CH:16][C:15]=2[CH2:14][CH2:13][CH2:12]1.CCN(C(C)C)C(C)C.[N:42]1[CH:47]=[CH:46][CH:45]=[CH:44][C:43]=1[CH:48]=O.C(O[BH-](OC(=O)C)OC(=O)C)(=O)C.[Na+].C(=O)(O)[O-].[Na+], predict the reaction product. The product is: [ClH:1].[C:27]1([N:25]2[CH:26]=[C:22]([CH2:21][N:10]([CH:11]3[C:20]4[N:19]=[CH:18][CH:17]=[CH:16][C:15]=4[CH2:14][CH2:13][CH2:12]3)[CH2:9][CH2:8][CH2:7][CH2:6][NH:5][CH2:48][C:43]3[CH:44]=[CH:45][CH:46]=[CH:47][N:42]=3)[N:23]=[N:24]2)[CH:32]=[CH:31][CH:30]=[CH:29][CH:28]=1. (2) Given the reactants [OH:1][C:2]1[CH:9]=[CH:8][C:5]([CH:6]=[O:7])=[CH:4][CH:3]=1.[H-].[Na+].COS(=O)O[CH2:16][CH2:17][NH:18][C:19]1[O:20][C:21]2[CH:27]=[CH:26][CH:25]=[CH:24][C:22]=2[N:23]=1, predict the reaction product. The product is: [O:20]1[C:21]2[CH:27]=[CH:26][CH:25]=[CH:24][C:22]=2[N:23]=[C:19]1[NH:18][CH2:17][CH2:16][O:1][C:2]1[CH:9]=[CH:8][C:5]([CH:6]=[O:7])=[CH:4][CH:3]=1. (3) The product is: [N:29]1([CH2:19][CH2:18][N:12]2[C:11](=[O:28])[N:10]([CH2:9][O:8][CH2:1][C:2]3[CH:3]=[CH:4][CH:5]=[CH:6][CH:7]=3)[C:15](=[O:16])[C:14]([Br:17])=[N:13]2)[C:33]2[CH:34]=[CH:35][CH:36]=[CH:37][C:32]=2[N:31]=[CH:30]1. Given the reactants [CH2:1]([O:8][CH2:9][N:10]1[C:15](=[O:16])[C:14]([Br:17])=[N:13][N:12]([CH2:18][C:19](F)(F)C2C=CC=CC=2)[C:11]1=[O:28])[C:2]1[CH:7]=[CH:6][CH:5]=[CH:4][CH:3]=1.[N:29]1(CCO)[C:33]2[CH:34]=[CH:35][CH:36]=[CH:37][C:32]=2[N:31]=[CH:30]1, predict the reaction product. (4) Given the reactants [O:1]1[CH:5]=[CH:4][CH:3]=[C:2]1[C:6]1[N:11]=[C:10]([NH:12][CH2:13][CH2:14][NH:15]C(=O)OC(C)(C)C)[CH:9]=[C:8]([N:23]2[CH:27]=[CH:26][CH:25]=[N:24]2)[N:7]=1.FC(F)(F)C(O)=O, predict the reaction product. The product is: [O:1]1[CH:5]=[CH:4][CH:3]=[C:2]1[C:6]1[N:11]=[C:10]([NH:12][CH2:13][CH2:14][NH2:15])[CH:9]=[C:8]([N:23]2[CH:27]=[CH:26][CH:25]=[N:24]2)[N:7]=1.